From a dataset of Full USPTO retrosynthesis dataset with 1.9M reactions from patents (1976-2016). Predict the reactants needed to synthesize the given product. Given the product [Cl:1][C:2]1[C:11]2[CH2:10][N:9]([C@H:12]([CH:16]([CH3:18])[CH3:17])[C:13]([N:22]3[CH2:25][CH:24]([C:26]#[N:27])[CH2:23]3)=[O:14])[C:8](=[O:19])[C:7]3=[CH:20][NH:21][C:5]([C:6]=23)=[N:4][CH:3]=1, predict the reactants needed to synthesize it. The reactants are: [Cl:1][C:2]1[C:11]2[CH2:10][N:9]([C@H:12]([CH:16]([CH3:18])[CH3:17])[C:13](O)=[O:14])[C:8](=[O:19])[C:7]3=[CH:20][NH:21][C:5]([C:6]=23)=[N:4][CH:3]=1.[NH:22]1[CH2:25][CH:24]([C:26]#[N:27])[CH2:23]1.CN1CCOCC1.CN(C(ON1N=NC2C=CC=NC1=2)=[N+](C)C)C.F[P-](F)(F)(F)(F)F.